Predict which catalyst facilitates the given reaction. From a dataset of Catalyst prediction with 721,799 reactions and 888 catalyst types from USPTO. (1) Reactant: Br[CH2:2][CH2:3][CH:4]([C:9]1[S:10][C:11]2[CH:18]=[C:17]([C:19]([F:22])([F:21])[F:20])[CH:16]=[CH:15][C:12]=2[C:13]=1[CH3:14])[CH2:5][CH2:6][CH2:7][CH3:8].C(=O)([O-])[O-].[Cs+].[Cs+].[SH:29][C:30]1[S:31][C:32]([CH2:36][C:37]([O:39][CH2:40][CH3:41])=[O:38])=[C:33]([CH3:35])[N:34]=1. Product: [CH3:35][C:33]1[N:34]=[C:30]([S:29][CH2:2][CH2:3][CH:4]([C:9]2[S:10][C:11]3[CH:18]=[C:17]([C:19]([F:22])([F:21])[F:20])[CH:16]=[CH:15][C:12]=3[C:13]=2[CH3:14])[CH2:5][CH2:6][CH2:7][CH3:8])[S:31][C:32]=1[CH2:36][C:37]([O:39][CH2:40][CH3:41])=[O:38]. The catalyst class is: 23. (2) Reactant: P(Cl)(Cl)(Cl)=O.[CH3:6][C:7]1[N:8]=[C:9]([CH3:23])[N:10]2[C:15]=1[C:14](=O)[NH:13][C:12]([C:17]1[CH:22]=[CH:21][CH:20]=[CH:19][N:18]=1)=[N:11]2.[NH:24]1[CH:28]=[N:27][CH:26]=[N:25]1.O. Product: [CH3:6][C:7]1[N:8]=[C:9]([CH3:23])[N:10]2[C:15]=1[C:14]([N:24]1[CH:28]=[N:27][CH:26]=[N:25]1)=[N:13][C:12]([C:17]1[CH:22]=[CH:21][CH:20]=[CH:19][N:18]=1)=[N:11]2. The catalyst class is: 17. (3) Reactant: [CH:1]1([CH2:4][N:5]2[C:9]3[CH:10]=[CH:11][C:12]([S:14]([C:17]([CH3:22])([CH3:21])[C:18]([OH:20])=O)(=[O:16])=[O:15])=[CH:13][C:8]=3[N:7]=[C:6]2[CH2:23][C:24]([CH3:27])([CH3:26])[CH3:25])[CH2:3][CH2:2]1.[NH:28]1[CH2:33][CH2:32][O:31][CH2:30][CH2:29]1.CCN(C(C)C)C(C)C.C(P(=O)(OCC)OCC)#N. Product: [CH:1]1([CH2:4][N:5]2[C:9]3[CH:10]=[CH:11][C:12]([S:14]([C:17]([CH3:21])([CH3:22])[C:18]([N:28]4[CH2:33][CH2:32][O:31][CH2:30][CH2:29]4)=[O:20])(=[O:16])=[O:15])=[CH:13][C:8]=3[N:7]=[C:6]2[CH2:23][C:24]([CH3:25])([CH3:27])[CH3:26])[CH2:3][CH2:2]1. The catalyst class is: 3. (4) Reactant: [CH:1]1([CH:4]([C:10]2[CH:15]=[CH:14][CH:13]=[C:12]([O:16][CH2:17][C:18]3[CH:23]=[CH:22][C:21]([C:24]4[CH:29]=[C:28]([O:30][CH3:31])[CH:27]=[CH:26][C:25]=4[F:32])=[C:20]([O:33][CH2:34][CH:35]([CH3:37])[CH3:36])[N:19]=3)[CH:11]=2)[CH2:5][C:6]([O:8]C)=[O:7])[CH2:3][CH2:2]1.[OH-].[Na+].Cl. Product: [CH:1]1([CH:4]([C:10]2[CH:15]=[CH:14][CH:13]=[C:12]([O:16][CH2:17][C:18]3[CH:23]=[CH:22][C:21]([C:24]4[CH:29]=[C:28]([O:30][CH3:31])[CH:27]=[CH:26][C:25]=4[F:32])=[C:20]([O:33][CH2:34][CH:35]([CH3:37])[CH3:36])[N:19]=3)[CH:11]=2)[CH2:5][C:6]([OH:8])=[O:7])[CH2:2][CH2:3]1. The catalyst class is: 36. (5) Reactant: Cl.[Cl:2][C:3]1[CH:39]=[C:38]([Cl:40])[CH:37]=[CH:36][C:4]=1[CH2:5][NH:6][C:7]([C:9]1[C:18](=[O:19])[C:17]2[C:12](=[C:13]([O:29][CH3:30])[C:14]([N:21]3[CH2:26][CH:25]([CH3:27])[NH:24][CH:23]([CH3:28])[CH2:22]3)=[C:15]([F:20])[CH:16]=2)[N:11]([CH2:31][C:32]([F:35])([F:34])[F:33])[CH:10]=1)=[O:8].Cl[CH2:42][C:43]([O:45][CH2:46][CH3:47])=[O:44].[I-].[K+].C(=O)([O-])[O-].[K+].[K+]. Product: [CH2:46]([O:45][C:43](=[O:44])[CH2:42][N:24]1[CH:23]([CH3:28])[CH2:22][N:21]([C:14]2[C:13]([O:29][CH3:30])=[C:12]3[C:17]([C:18](=[O:19])[C:9]([C:7]([NH:6][CH2:5][C:4]4[CH:36]=[CH:37][C:38]([Cl:40])=[CH:39][C:3]=4[Cl:2])=[O:8])=[CH:10][N:11]3[CH2:31][C:32]([F:34])([F:35])[F:33])=[CH:16][C:15]=2[F:20])[CH2:26][CH:25]1[CH3:27])[CH3:47]. The catalyst class is: 10. (6) Reactant: [C:1]([OH:8])(=[O:7])[CH:2]=[CH:3][CH2:4][CH2:5][CH3:6].[CH3:9][O:10][C:11]1[C:16]([O:17][CH3:18])=[CH:15][CH:14]=[CH:13][C:12]=1[CH:19]=[CH:20][CH2:21][CH2:22][CH2:23][C:24]([OH:26])=[O:25]. Product: [C:1]([OH:8])(=[O:7])[CH2:2][CH2:3][CH2:4][CH2:5][CH3:6].[CH3:9][O:10][C:11]1[C:16]([O:17][CH3:18])=[CH:15][CH:14]=[CH:13][C:12]=1[CH2:19][CH2:20][CH2:21][CH2:22][CH2:23][C:24]([OH:26])=[O:25]. The catalyst class is: 43. (7) Reactant: [NH2:1][C:2]1[N:10]=[CH:9][CH:8]=[CH:7][C:3]=1[C:4]([OH:6])=O.ON1C2C=CC=CC=2N=N1.CCN=C=NCCCN(C)C.[CH3:32][C:33]1[CH:34]=[C:35]([CH:45]=[CH:46][CH:47]=1)[O:36][C:37]1[CH:38]=[C:39]([CH:42]=[CH:43][CH:44]=1)[CH2:40][NH2:41]. Product: [CH3:32][C:33]1[CH:34]=[C:35]([CH:45]=[CH:46][CH:47]=1)[O:36][C:37]1[CH:38]=[C:39]([CH2:40][NH:41][C:4](=[O:6])[C:3]2[CH:7]=[CH:8][CH:9]=[N:10][C:2]=2[NH2:1])[CH:42]=[CH:43][CH:44]=1. The catalyst class is: 136. (8) Reactant: [F:1][C:2]1[CH:3]=[C:4]([CH2:9][C:10]([OH:12])=O)[CH:5]=[C:6]([F:8])[CH:7]=1.[NH2:13][NH:14][C:15]([NH2:17])=[S:16].OC1C2N=NNC=2C=CC=1.Cl.C(N=C=NCCCN(C)C)C. Product: [F:1][C:2]1[CH:3]=[C:4]([CH2:9][C:10]([N:14]([C:15](=[S:16])[NH2:17])[NH2:13])=[O:12])[CH:5]=[C:6]([F:8])[CH:7]=1. The catalyst class is: 4. (9) Reactant: F[C:2]1[CH:3]=[CH:4][C:5]([N+:14]([O-:16])=[O:15])=[C:6]([N:8]2[CH2:13][CH2:12][CH2:11][CH2:10][CH2:9]2)[CH:7]=1.[CH3:17][N:18]1[CH2:23][CH2:22][NH:21][CH2:20][CH2:19]1. Product: [CH3:17][N:18]1[CH2:23][CH2:22][N:21]([C:2]2[CH:3]=[CH:4][C:5]([N+:14]([O-:16])=[O:15])=[C:6]([N:8]3[CH2:13][CH2:12][CH2:11][CH2:10][CH2:9]3)[CH:7]=2)[CH2:20][CH2:19]1. The catalyst class is: 25.